Dataset: Forward reaction prediction with 1.9M reactions from USPTO patents (1976-2016). Task: Predict the product of the given reaction. (1) Given the reactants [CH2:1]([C@H:8]1[CH2:12][O:11][C:10](=[O:13])[N:9]1[C:14](=[O:34])[CH2:15][CH2:16][C:17]1[C:21]([CH:22]2[CH2:24][CH2:23]2)=[C:20]([CH:25]2[CH2:28][CH:27]([CH2:29][C:30]([CH3:33])([CH3:32])[CH3:31])[CH2:26]2)[O:19][N:18]=1)[C:2]1[CH:7]=[CH:6][CH:5]=[CH:4][CH:3]=1.C[Si](C)(C)[N-][Si](C)(C)C.[Na+].[CH2:45](I)[CH:46]=[CH2:47].Cl, predict the reaction product. The product is: [CH2:1]([C@H:8]1[CH2:12][O:11][C:10](=[O:13])[N:9]1[C:14](=[O:34])[C@H:15]([CH2:16][C:17]1[C:21]([CH:22]2[CH2:23][CH2:24]2)=[C:20]([CH:25]2[CH2:26][CH:27]([CH2:29][C:30]([CH3:31])([CH3:33])[CH3:32])[CH2:28]2)[O:19][N:18]=1)[CH2:47][CH:46]=[CH2:45])[C:2]1[CH:3]=[CH:4][CH:5]=[CH:6][CH:7]=1. (2) Given the reactants Cl[C:2]1[N:11]=[C:10]([NH:12][CH:13]2[CH2:18][CH2:17][N:16]([CH2:19][C:20]3[CH:25]=[CH:24][CH:23]=[CH:22][C:21]=3[N:26]([CH3:28])[CH3:27])[CH2:15][CH2:14]2)[C:9]2[C:4](=[CH:5][C:6]([O:31][CH3:32])=[C:7]([O:29][CH3:30])[CH:8]=2)[N:3]=1.[CH2:33]([N:35]([CH2:38][C:39](=O)[CH2:40][NH2:41])[CH2:36][CH3:37])[CH3:34].C(N(CC)C(=O)CC)C, predict the reaction product. The product is: [CH2:33]([N:35]([CH2:36][CH3:37])[CH2:38][CH2:39][CH2:40][NH:41][C:2]1[N:11]=[C:10]([NH:12][CH:13]2[CH2:18][CH2:17][N:16]([CH2:19][C:20]3[CH:25]=[CH:24][CH:23]=[CH:22][C:21]=3[N:26]([CH3:28])[CH3:27])[CH2:15][CH2:14]2)[C:9]2[C:4](=[CH:5][C:6]([O:31][CH3:32])=[C:7]([O:29][CH3:30])[CH:8]=2)[N:3]=1)[CH3:34].